Dataset: Forward reaction prediction with 1.9M reactions from USPTO patents (1976-2016). Task: Predict the product of the given reaction. (1) Given the reactants [O:1]=[C:2]1[NH:6][CH2:5][CH2:4][N:3]1[C:7](Cl)=[O:8].[C:10]1([CH2:16][O:17][C:18]([C:20]2([NH2:26])[CH2:25][CH2:24][CH2:23][CH2:22][CH2:21]2)=[O:19])[CH:15]=[CH:14][CH:13]=[CH:12][CH:11]=1.C(N(CC)CC)C, predict the reaction product. The product is: [C:10]1([CH2:16][O:17][C:18]([C:20]2([NH:26][C:7]([N:3]3[CH2:4][CH2:5][NH:6][C:2]3=[O:1])=[O:8])[CH2:21][CH2:22][CH2:23][CH2:24][CH2:25]2)=[O:19])[CH:11]=[CH:12][CH:13]=[CH:14][CH:15]=1. (2) Given the reactants [C:1]([O:5][C@@H:6]([C:11]1[C:12]([C:32]2[CH:37]=[CH:36][C:35]([Cl:38])=[CH:34][CH:33]=2)=[C:13]2[C:20]([CH3:21])=[C:19]([CH3:22])[N:18]([CH2:23][C:24]3[CH:29]=[CH:28][CH:27]=[C:26]([C:30]#[N:31])[CH:25]=3)[C:14]2=[N:15][C:16]=1[CH3:17])[C:7]([O:9]C)=[O:8])([CH3:4])([CH3:3])[CH3:2].[Cl-].[Li+].Cl, predict the reaction product. The product is: [C:1]([O:5][C@@H:6]([C:11]1[C:12]([C:32]2[CH:37]=[CH:36][C:35]([Cl:38])=[CH:34][CH:33]=2)=[C:13]2[C:20]([CH3:21])=[C:19]([CH3:22])[N:18]([CH2:23][C:24]3[CH:29]=[CH:28][CH:27]=[C:26]([C:30]#[N:31])[CH:25]=3)[C:14]2=[N:15][C:16]=1[CH3:17])[C:7]([OH:9])=[O:8])([CH3:4])([CH3:2])[CH3:3]. (3) Given the reactants [CH3:1][O:2][C:3]1[CH:4]=[C:5]([NH2:15])[CH:6]=[CH:7][C:8]=1[N:9]1[CH:13]=[C:12]([CH3:14])[N:11]=[CH:10]1.Cl[C:17]1[N:22]=[C:21]([CH3:23])[CH:20]=[C:19]([N:24]2[CH2:28][CH2:27][CH2:26][CH2:25]2)[N:18]=1, predict the reaction product. The product is: [CH3:1][O:2][C:3]1[CH:4]=[C:5]([NH:15][C:17]2[N:22]=[C:21]([CH3:23])[CH:20]=[C:19]([N:24]3[CH2:28][CH2:27][CH2:26][CH2:25]3)[N:18]=2)[CH:6]=[CH:7][C:8]=1[N:9]1[CH:13]=[C:12]([CH3:14])[N:11]=[CH:10]1. (4) Given the reactants [Cl:1][C:2]1[C:9]([Cl:10])=[C:8](F)[C:7]([CH3:12])=[CH:6][C:3]=1[C:4]#[N:5].[OH:13][C@H:14]1[CH2:18][CH2:17][NH:16][C@H:15]1[CH3:19].C(=O)([O-])[O-].[Li+].[Li+], predict the reaction product. The product is: [Cl:1][C:2]1[C:9]([Cl:10])=[C:8]([N:16]2[CH2:17][CH2:18][C@H:14]([OH:13])[C@@H:15]2[CH3:19])[C:7]([CH3:12])=[CH:6][C:3]=1[C:4]#[N:5]. (5) Given the reactants [Cl:1][C:2]1[CH:3]=[C:4]([C@H:9]2[C@H:15]([C:16]([OH:21])([CH:19]=C)[CH:17]=C)[O:14][CH2:13][CH2:12][N:11]([C:22]([O:24][C:25]([CH3:28])([CH3:27])[CH3:26])=[O:23])[CH2:10]2)[CH:5]=[CH:6][C:7]=1[Cl:8].O=[O+][O-].[BH4-].[Na+].[OH2:34].C[OH:36], predict the reaction product. The product is: [Cl:1][C:2]1[CH:3]=[C:4]([C@H:9]2[C@H:15]([C:16]([OH:21])([CH2:17][OH:36])[CH2:19][OH:34])[O:14][CH2:13][CH2:12][N:11]([C:22]([O:24][C:25]([CH3:26])([CH3:27])[CH3:28])=[O:23])[CH2:10]2)[CH:5]=[CH:6][C:7]=1[Cl:8].